This data is from Reaction yield outcomes from USPTO patents with 853,638 reactions. The task is: Predict the reaction yield, written as a fraction of the theoretical maximum amount of product (1.0 means a 100% yield; for example, 0.34 means a 34% yield). (1) The reactants are C[O:2][C:3](=[O:26])[C:4]1[CH:9]=[CH:8][C:7]([C:10](=[O:25])[CH2:11][C:12]2[CH:17]=[CH:16][C:15]([O:18][CH3:19])=[C:14]([C:20]3[S:21][CH:22]=[CH:23][CH:24]=3)[CH:13]=2)=[CH:6][CH:5]=1.C1COCC1.[OH-].[Na+].Cl. The catalyst is CO.O. The product is [CH3:19][O:18][C:15]1[CH:16]=[CH:17][C:12]([CH2:11][C:10]([C:7]2[CH:8]=[CH:9][C:4]([C:3]([OH:26])=[O:2])=[CH:5][CH:6]=2)=[O:25])=[CH:13][C:14]=1[C:20]1[S:21][CH:22]=[CH:23][CH:24]=1. The yield is 0.210. (2) The yield is 1.00. The product is [CH3:22][C:21]1[CH:20]=[CH:19][S:18][C:17]=1[C:9]1[C:10](=[O:12])[NH:11][C:6](=[O:5])[NH:7][CH:8]=1. The catalyst is O1CCOCC1. The reactants are C([O:5][C:6]1[N:11]=[C:10]([O:12]C(C)(C)C)[C:9]([C:17]2[S:18][CH:19]=[CH:20][C:21]=2[CH3:22])=[CH:8][N:7]=1)(C)(C)C.